Regression. Given two drug SMILES strings and cell line genomic features, predict the synergy score measuring deviation from expected non-interaction effect. From a dataset of NCI-60 drug combinations with 297,098 pairs across 59 cell lines. Synergy scores: CSS=32.4, Synergy_ZIP=1.68, Synergy_Bliss=2.72, Synergy_Loewe=-0.445, Synergy_HSA=6.76. Drug 2: COCCOC1=C(C=C2C(=C1)C(=NC=N2)NC3=CC=CC(=C3)C#C)OCCOC.Cl. Drug 1: C1C(C(OC1N2C=NC3=C(N=C(N=C32)Cl)N)CO)O. Cell line: NCI-H322M.